This data is from Full USPTO retrosynthesis dataset with 1.9M reactions from patents (1976-2016). The task is: Predict the reactants needed to synthesize the given product. (1) Given the product [CH3:12][O:11][C:8]1[CH:9]=[CH:10][C:4]2[S:3][C:2]([N:20]3[CH2:19][CH2:18][CH:17]([O:16][CH2:15][C@@H:14]([NH:23][C:24](=[O:30])[O:25][C:26]([CH3:29])([CH3:28])[CH3:27])[CH3:13])[CH2:22][CH2:21]3)=[N:6][C:5]=2[CH:7]=1, predict the reactants needed to synthesize it. The reactants are: Cl[C:2]1[S:3][C:4]2[CH:10]=[CH:9][C:8]([O:11][CH3:12])=[CH:7][C:5]=2[N:6]=1.[CH3:13][C@H:14]([NH:23][C:24](=[O:30])[O:25][C:26]([CH3:29])([CH3:28])[CH3:27])[CH2:15][O:16][CH:17]1[CH2:22][CH2:21][NH:20][CH2:19][CH2:18]1.C(N(CC)C(C)C)(C)C.CN(C=O)C. (2) Given the product [Br:1][C:2]1[C:10]2[N:9]=[N:8][N:7]([CH2:11][CH:12]([CH3:14])[CH3:13])[C:6]=2[CH:5]=[CH:4][C:3]=1[C:15]1[CH:20]=[CH:19][C:18]([CH2:21][Cl:27])=[CH:17][CH:16]=1, predict the reactants needed to synthesize it. The reactants are: [Br:1][C:2]1[C:10]2[N:9]=[N:8][N:7]([CH2:11][CH:12]([CH3:14])[CH3:13])[C:6]=2[CH:5]=[CH:4][C:3]=1[C:15]1[CH:20]=[CH:19][C:18]([CH2:21]O)=[CH:17][CH:16]=1.CS([Cl:27])(=O)=O.C(N(CC)CC)C. (3) The reactants are: CC(C)([O-])C.[K+].C(S)CCCCCCCCC.[Cl-].C[O:20][C:21]1[CH:22]=[N:23][C:24]([CH3:28])=[NH+:25][C:26]=1[CH3:27].Cl. Given the product [CH3:28][C:24]1[N:25]=[C:26]([CH3:27])[C:21]([OH:20])=[CH:22][N:23]=1, predict the reactants needed to synthesize it. (4) Given the product [Cl:22][C:20]1[C:19]([O:23][C@H:24]2[CH2:28][CH2:27][CH2:26][C@@H:25]2[C:29]2[N:33]([CH2:34][CH3:35])[N:32]=[CH:31][CH:30]=2)=[CH:18][C:17]([F:36])=[C:16]([S:13]([NH:7][C:8]2[N:9]=[CH:10][S:11][CH:12]=2)(=[O:15])=[O:14])[CH:21]=1, predict the reactants needed to synthesize it. The reactants are: C(OC(=O)[N:7]([S:13]([C:16]1[CH:21]=[C:20]([Cl:22])[C:19]([O:23][C@H:24]2[CH2:28][CH2:27][CH2:26][C@@H:25]2[C:29]2[N:33]([CH2:34][CH3:35])[N:32]=[CH:31][CH:30]=2)=[CH:18][C:17]=1[F:36])(=[O:15])=[O:14])[C:8]1[N:9]=[CH:10][S:11][CH:12]=1)(C)(C)C.FC(F)(F)C(O)=O. (5) The reactants are: Br[C:2]1[CH:3]=[C:4]([N:8]2[CH2:16][CH:15]3[CH2:17][N:11]4[CH2:12][CH:13]([CH2:18][CH:9]2[CH2:10]4)[CH2:14]3)[CH:5]=[N:6][CH:7]=1.[F:19][C:20]1[CH:21]=[C:22](B(O)O)[CH:23]=[CH:24][CH:25]=1. Given the product [F:19][C:20]1[CH:25]=[C:24]([C:2]2[CH:3]=[C:4]([N:8]3[CH2:16][CH:15]4[CH2:17][N:11]5[CH2:12][CH:13]([CH2:18][CH:9]3[CH2:10]5)[CH2:14]4)[CH:5]=[N:6][CH:7]=2)[CH:23]=[CH:22][CH:21]=1, predict the reactants needed to synthesize it. (6) The reactants are: [F:1][CH:2]([F:19])[C@@H:3]1[NH:6][C:5](=[O:7])[C@@H:4]1[O:8][Si:9]([CH:16]([CH3:18])[CH3:17])([CH:13]([CH3:15])[CH3:14])[CH:10]([CH3:12])[CH3:11].C([N:23](CC)C(C)C)(C)C.[C:29](Cl)(=[O:34])[O:30][CH:31]([CH3:33])[CH3:32].C(OCC)(=O)C. Given the product [F:19][CH:2]([F:1])[C@@H:3]1[N:6]([NH:23][C:29]([O:30][CH:31]([CH3:33])[CH3:32])=[O:34])[C:5](=[O:7])[C@@H:4]1[O:8][Si:9]([CH:13]([CH3:15])[CH3:14])([CH:16]([CH3:18])[CH3:17])[CH:10]([CH3:11])[CH3:12], predict the reactants needed to synthesize it. (7) Given the product [Cl:30][C:25]1[CH:26]=[CH:27][CH:28]=[CH:29][C:24]=1[N:9]1[C:8]([C:5]2[CH:4]=[CH:3][C:2]([C:31]#[N:32])=[CH:7][CH:6]=2)=[C:12]2[N:13]=[C:14]([CH3:23])[N:15]([CH2:18][C:19]([F:20])([F:22])[F:21])[C:16](=[O:17])[C:11]2=[N:10]1, predict the reactants needed to synthesize it. The reactants are: Br[C:2]1[CH:7]=[CH:6][C:5]([C:8]2[N:9]([C:24]3[CH:29]=[CH:28][CH:27]=[CH:26][C:25]=3[Cl:30])[N:10]=[C:11]3[C:16](=[O:17])[N:15]([CH2:18][C:19]([F:22])([F:21])[F:20])[C:14]([CH3:23])=[N:13][C:12]=23)=[CH:4][CH:3]=1.[CH3:31][N:32](C=O)C. (8) Given the product [NH2:3][CH:2]([CH2:6][C:7]1[CH:12]=[CH:11][CH:10]=[CH:9][CH:8]=1)[CH3:1], predict the reactants needed to synthesize it. The reactants are: [CH3:1][C@H:2]1[C@@H:6]([C:7]2[CH:12]=[CH:11][CH:10]=[CH:9][CH:8]=2)OC(=O)[NH:3]1.O1CCNC1=O. (9) Given the product [CH3:28][N:29]([CH3:39])[C:30]1[CH:35]=[CH:34][C:33]([C:2]2[N:11]=[C:10]([NH:12][CH2:13][CH:14]([N:21]3[CH2:26][CH2:25][N:24]([CH3:27])[CH2:23][CH2:22]3)[C:15]3[CH:20]=[CH:19][CH:18]=[CH:17][CH:16]=3)[C:9]3[C:4](=[CH:5][CH:6]=[CH:7][CH:8]=3)[N:3]=2)=[CH:32][CH:31]=1, predict the reactants needed to synthesize it. The reactants are: Cl[C:2]1[N:11]=[C:10]([NH:12][CH2:13][CH:14]([N:21]2[CH2:26][CH2:25][N:24]([CH3:27])[CH2:23][CH2:22]2)[C:15]2[CH:20]=[CH:19][CH:18]=[CH:17][CH:16]=2)[C:9]2[C:4](=[CH:5][CH:6]=[CH:7][CH:8]=2)[N:3]=1.[CH3:28][N:29]([CH3:39])[C:30]1[CH:35]=[CH:34][C:33](B(O)O)=[CH:32][CH:31]=1.CN(C)C1C=CC(C2N=C(NCC(C3C=CC=CC=3)C3NC=CC=3)C3C(=CC=CC=3)N=2)=CC=1. (10) Given the product [F:13][C:12]([F:15])([F:14])[CH2:11][CH2:10][S:1][CH2:2][CH2:3][C:4]([OH:6])=[O:5], predict the reactants needed to synthesize it. The reactants are: [SH:1][CH2:2][CH2:3][C:4]([OH:6])=[O:5].[OH-].[K+].Br[CH2:10][CH2:11][C:12]([F:15])([F:14])[F:13].